Dataset: Forward reaction prediction with 1.9M reactions from USPTO patents (1976-2016). Task: Predict the product of the given reaction. Given the reactants [CH2:1]([N:5]1[C:13]2[C:8](=[CH:9][C:10]([N+:14]([O-])=O)=[CH:11][CH:12]=2)[CH:7]=[N:6]1)[CH:2]([CH3:4])[CH3:3].[Cl-].[NH4+].C(O)C, predict the reaction product. The product is: [CH2:1]([N:5]1[C:13]2[C:8](=[CH:9][C:10]([NH2:14])=[CH:11][CH:12]=2)[CH:7]=[N:6]1)[CH:2]([CH3:4])[CH3:3].